Dataset: NCI-60 drug combinations with 297,098 pairs across 59 cell lines. Task: Regression. Given two drug SMILES strings and cell line genomic features, predict the synergy score measuring deviation from expected non-interaction effect. Drug 1: CC(C)CN1C=NC2=C1C3=CC=CC=C3N=C2N. Drug 2: CC1CCCC2(C(O2)CC(NC(=O)CC(C(C(=O)C(C1O)C)(C)C)O)C(=CC3=CSC(=N3)C)C)C. Cell line: HCC-2998. Synergy scores: CSS=63.3, Synergy_ZIP=14.9, Synergy_Bliss=17.5, Synergy_Loewe=-9.15, Synergy_HSA=4.69.